From a dataset of Forward reaction prediction with 1.9M reactions from USPTO patents (1976-2016). Predict the product of the given reaction. (1) The product is: [Br:1][C:2]1[CH:3]=[C:4]([CH:8]2[C:15]3[CH:14]=[C:13]([C:16]([OH:18])=[O:17])[NH:12][C:11]=3[CH2:10][CH2:9]2)[CH:5]=[CH:6][CH:7]=1. Given the reactants [Br:1][C:2]1[CH:3]=[C:4]([CH:8]2[C:15]3[CH:14]=[C:13]([C:16]([O:18]C)=[O:17])[NH:12][C:11]=3[CH2:10][CH2:9]2)[CH:5]=[CH:6][CH:7]=1.[OH-].[Li+].C1COCC1, predict the reaction product. (2) The product is: [OH:18][CH2:17][C:14]1[CH:15]=[CH:16][C:10]2[O:9][C:8]([C:5]3[CH:6]=[CH:7][C:2]([OH:1])=[CH:3][CH:4]=3)=[CH:12][C:11]=2[CH:13]=1. Given the reactants [OH:1][C:2]1[CH:7]=[CH:6][C:5]([C:8]2[O:9][C:10]3[CH:16]=[CH:15][C:14]([C:17](O)=[O:18])=[CH:13][C:11]=3[CH:12]=2)=[CH:4][CH:3]=1.Cl, predict the reaction product. (3) Given the reactants [F:1][C:2]([C:14]1[CH:19]=[CH:18][C:17]([NH2:20])=C[CH:15]=1)([C:10]([F:13])([F:12])[F:11])[C:3]([F:9])([F:8])[C:4]([F:7])([F:6])[F:5].[Cl:21]N1C(=O)CCC1=O.Cl[CH2:30][Cl:31], predict the reaction product. The product is: [Cl:21][C:18]1[CH:19]=[C:14]([C:2]([F:1])([C:10]([F:13])([F:12])[F:11])[C:3]([F:9])([F:8])[C:4]([F:7])([F:6])[F:5])[CH:15]=[C:30]([Cl:31])[C:17]=1[NH2:20]. (4) Given the reactants ClC(O[C:5]1[C:13]2[NH:12][C:11]([OH:14])=[N:10][C:9]=2[CH:8]=[CH:7][CH:6]=1)=O.[NH2:15][C:16]1[CH:21]=[CH:20][C:19]([CH2:22][C:23]([OH:25])=[O:24])=[CH:18][CH:17]=1.C1C[O:29][CH2:28]C1, predict the reaction product. The product is: [C:23]([CH2:22][C:19]1[CH:18]=[CH:17][C:16]([NH:15][C:28]([N:10]2[C:9]3[CH:8]=[CH:7][CH:6]=[CH:5][C:13]=3[NH:12][C:11]2=[O:14])=[O:29])=[CH:21][CH:20]=1)([OH:25])=[O:24]. (5) Given the reactants [CH3:1][C:2]1[CH:7]=[C:6]([CH3:8])[CH:5]=[C:4]([CH3:9])[C:3]=1[S:10]([C:13]1[CH:18]=[CH:17][C:16]([OH:19])=[CH:15][CH:14]=1)(=[O:12])=[O:11].C1C=CC(P(C2C=CC=CC=2)C2C=CC=CC=2)=CC=1.[C:39]([O:43][C:44]([N:46]1[CH2:51][CH2:50][CH:49](O)[CH2:48][CH2:47]1)=[O:45])([CH3:42])([CH3:41])[CH3:40].CC(OC(/N=N/C(OC(C)C)=O)=O)C, predict the reaction product. The product is: [C:39]([O:43][C:44]([N:46]1[CH2:51][CH2:50][CH:49]([O:19][C:16]2[CH:17]=[CH:18][C:13]([S:10]([C:3]3[C:2]([CH3:1])=[CH:7][C:6]([CH3:8])=[CH:5][C:4]=3[CH3:9])(=[O:12])=[O:11])=[CH:14][CH:15]=2)[CH2:48][CH2:47]1)=[O:45])([CH3:42])([CH3:40])[CH3:41]. (6) Given the reactants C(OC([N:8]1[CH2:13][CH2:12][CH:11]([NH:14][CH:15]2[CH2:17][CH2:16]2)[CH:10]([CH3:18])[CH2:9]1)=O)(C)(C)C.[O:19]1[C:23]([C:24]2[CH:32]=[CH:31][C:27]([C:28](O)=[O:29])=[CH:26][CH:25]=2)=[CH:22][N:21]=[CH:20]1.O1C2(CCN(C#N)CC2)OCC1, predict the reaction product. The product is: [CH:15]1([N:14]([CH:11]2[CH2:12][CH2:13][NH:8][CH2:9][CH:10]2[CH3:18])[C:28](=[O:29])[C:27]2[CH:26]=[CH:25][C:24]([C:23]3[O:19][CH:20]=[N:21][CH:22]=3)=[CH:32][CH:31]=2)[CH2:16][CH2:17]1. (7) Given the reactants [F:1][C:2]([F:15])([F:14])[S:3]([O:6]S(C(F)(F)F)(=O)=O)(=[O:5])=[O:4].O[C:17]1[CH:26]=[C:25]2[C:20]([CH:21]=[CH:22][CH:23]=[N:24]2)=[CH:19][CH:18]=1, predict the reaction product. The product is: [O:6]([C:17]1[CH:26]=[C:25]2[C:20]([CH:21]=[CH:22][CH:23]=[N:24]2)=[CH:19][CH:18]=1)[S:3]([C:2]([F:15])([F:14])[F:1])(=[O:5])=[O:4]. (8) Given the reactants [H-].[Na+].[NH2:3][C:4]1[CH:9]=[C:8]([C:10]([F:13])([F:12])[F:11])[N:7]=[CH:6][C:5]=1[NH:14][C:15](=[O:21])[O:16][C:17]([CH3:20])([CH3:19])[CH3:18].I[CH3:23].O, predict the reaction product. The product is: [NH2:3][C:4]1[CH:9]=[C:8]([C:10]([F:12])([F:13])[F:11])[N:7]=[CH:6][C:5]=1[N:14]([CH3:23])[C:15](=[O:21])[O:16][C:17]([CH3:18])([CH3:20])[CH3:19]. (9) Given the reactants [I-].[CH3:2][S+](C)(C)=O.[H-].[Na+].[C:9]([CH:17]1[CH2:22][CH2:21][N:20]([C:23]([O:25][CH2:26][C:27]2[CH:32]=[CH:31][CH:30]=[CH:29][CH:28]=2)=[O:24])[CH2:19][CH2:18]1)(=[O:16])[C:10]1[CH:15]=[CH:14][CH:13]=[CH:12][CH:11]=1, predict the reaction product. The product is: [C:10]1([C:9]2([CH:17]3[CH2:18][CH2:19][N:20]([C:23]([O:25][CH2:26][C:27]4[CH:28]=[CH:29][CH:30]=[CH:31][CH:32]=4)=[O:24])[CH2:21][CH2:22]3)[CH2:2][O:16]2)[CH:15]=[CH:14][CH:13]=[CH:12][CH:11]=1.